Dataset: Reaction yield outcomes from USPTO patents with 853,638 reactions. Task: Predict the reaction yield, written as a fraction of the theoretical maximum amount of product (1.0 means a 100% yield; for example, 0.34 means a 34% yield). The reactants are [CH3:1][CH:2]([OH:4])[CH3:3].[H-].[Na+].Cl[C:8]1[C:9]2[CH:18]=[CH:17][N:16]([C:19]3[C:24]([CH3:25])=[CH:23][C:22]([CH3:26])=[CH:21][C:20]=3[CH3:27])[C:10]=2[C:11](=[O:15])[N:12]([CH3:14])[N:13]=1. The catalyst is CN(C=O)C.O. The product is [CH:2]([O:4][C:8]1[C:9]2[CH:18]=[CH:17][N:16]([C:19]3[C:24]([CH3:25])=[CH:23][C:22]([CH3:26])=[CH:21][C:20]=3[CH3:27])[C:10]=2[C:11](=[O:15])[N:12]([CH3:14])[N:13]=1)([CH3:3])[CH3:1]. The yield is 0.580.